From a dataset of Merck oncology drug combination screen with 23,052 pairs across 39 cell lines. Regression. Given two drug SMILES strings and cell line genomic features, predict the synergy score measuring deviation from expected non-interaction effect. (1) Drug 1: O=C(NOCC(O)CO)c1ccc(F)c(F)c1Nc1ccc(I)cc1F. Drug 2: Cn1cc(-c2cnn3c(N)c(Br)c(C4CCCNC4)nc23)cn1. Cell line: SKOV3. Synergy scores: synergy=-5.94. (2) Drug 1: CCc1c2c(nc3ccc(O)cc13)-c1cc3c(c(=O)n1C2)COC(=O)C3(O)CC. Drug 2: CNC(=O)c1cc(Oc2ccc(NC(=O)Nc3ccc(Cl)c(C(F)(F)F)c3)cc2)ccn1. Cell line: HT144. Synergy scores: synergy=12.0. (3) Cell line: T47D. Drug 1: CC(C)CC(NC(=O)C(Cc1ccccc1)NC(=O)c1cnccn1)B(O)O. Drug 2: CC1(c2nc3c(C(N)=O)cccc3[nH]2)CCCN1. Synergy scores: synergy=-18.8. (4) Drug 1: O=S1(=O)NC2(CN1CC(F)(F)F)C1CCC2Cc2cc(C=CCN3CCC(C(F)(F)F)CC3)ccc2C1. Drug 2: CNC(=O)c1cc(Oc2ccc(NC(=O)Nc3ccc(Cl)c(C(F)(F)F)c3)cc2)ccn1. Cell line: SKOV3. Synergy scores: synergy=29.3. (5) Drug 1: CC(=O)OC1C(=O)C2(C)C(O)CC3OCC3(OC(C)=O)C2C(OC(=O)c2ccccc2)C2(O)CC(OC(=O)C(O)C(NC(=O)c3ccccc3)c3ccccc3)C(C)=C1C2(C)C. Drug 2: CC1(c2nc3c(C(N)=O)cccc3[nH]2)CCCN1. Cell line: HCT116. Synergy scores: synergy=-9.20. (6) Drug 1: CCC1=CC2CN(C1)Cc1c([nH]c3ccccc13)C(C(=O)OC)(c1cc3c(cc1OC)N(C)C1C(O)(C(=O)OC)C(OC(C)=O)C4(CC)C=CCN5CCC31C54)C2. Drug 2: CC(C)CC(NC(=O)C(Cc1ccccc1)NC(=O)c1cnccn1)B(O)O. Cell line: A375. Synergy scores: synergy=-9.60. (7) Cell line: DLD1. Drug 2: CC(C)CC(NC(=O)C(Cc1ccccc1)NC(=O)c1cnccn1)B(O)O. Drug 1: Cn1nnc2c(C(N)=O)ncn2c1=O. Synergy scores: synergy=8.35. (8) Drug 1: CN(C)C(=N)N=C(N)N. Drug 2: Cn1c(=O)n(-c2ccc(C(C)(C)C#N)cc2)c2c3cc(-c4cnc5ccccc5c4)ccc3ncc21. Cell line: LNCAP. Synergy scores: synergy=72.7. (9) Drug 1: CCN(CC)CCNC(=O)c1c(C)[nH]c(C=C2C(=O)Nc3ccc(F)cc32)c1C. Drug 2: Cn1c(=O)n(-c2ccc(C(C)(C)C#N)cc2)c2c3cc(-c4cnc5ccccc5c4)ccc3ncc21. Cell line: VCAP. Synergy scores: synergy=32.8.